This data is from Full USPTO retrosynthesis dataset with 1.9M reactions from patents (1976-2016). The task is: Predict the reactants needed to synthesize the given product. (1) Given the product [CH3:14][C:15]1[CH:22]=[CH:21][C:18]([CH2:19][S:20][C:2](=[N:5][S:6][N:7]([CH:11]([CH3:13])[CH3:12])[CH:8]([CH3:10])[CH3:9])[C:3]#[N:4])=[CH:17][CH:16]=1, predict the reactants needed to synthesize it. The reactants are: Cl[C:2](=[N:5][S:6][N:7]([CH:11]([CH3:13])[CH3:12])[CH:8]([CH3:10])[CH3:9])[C:3]#[N:4].[CH3:14][C:15]1[CH:22]=[CH:21][C:18]([CH2:19][SH:20])=[CH:17][CH:16]=1.C(N(CC)CC)C. (2) Given the product [F:1][C:2]1[CH:3]=[C:4]2[C:8](=[CH:9][CH:10]=1)[NH:7][C:6](=[O:11])[C:5]2=[C:37]1[C:38]2[C:34](=[CH:33][C:32]([CH:28]=[O:27])=[CH:40][CH:39]=2)[CH:35]([CH3:42])[O:36]1, predict the reactants needed to synthesize it. The reactants are: [F:1][C:2]1[CH:3]=[C:4]2[C:8](=[CH:9][CH:10]=1)[NH:7][C:6](=[O:11])[CH2:5]2.[Li+].C[Si]([N-][Si](C)(C)C)(C)C.C1COCC1.[O:27]1CCO[CH:28]1[C:32]1[CH:33]=[C:34]2[C:38](=[CH:39][CH:40]=1)[C:37](=O)[O:36][CH:35]2[CH3:42].O.